Dataset: Forward reaction prediction with 1.9M reactions from USPTO patents (1976-2016). Task: Predict the product of the given reaction. (1) Given the reactants [CH:1]1([N:4]2[C:12](=[O:13])[C:11]3[NH:10][C:9]([C:14]4[CH:15]=[N:16][C:17]([NH:20][CH2:21][CH2:22][O:23][CH3:24])=[CH:18][CH:19]=4)=[N:8][C:7]=3[N:6]([CH2:25][CH2:26][CH3:27])[C:5]2=[O:28])[CH2:3][CH2:2]1.O1CCCC1.C(N(CC)C(C)C)(C)C.[F:43][C:44]1[CH:52]=[CH:51][C:47]([C:48](Cl)=[O:49])=[CH:46][N:45]=1, predict the reaction product. The product is: [CH:1]1([N:4]2[C:12](=[O:13])[C:11]3[NH:10][C:9]([C:14]4[CH:19]=[CH:18][C:17]([N:20]([CH2:21][CH2:22][O:23][CH3:24])[C:48](=[O:49])[C:47]5[CH:51]=[CH:52][C:44]([F:43])=[N:45][CH:46]=5)=[N:16][CH:15]=4)=[N:8][C:7]=3[N:6]([CH2:25][CH2:26][CH3:27])[C:5]2=[O:28])[CH2:2][CH2:3]1. (2) Given the reactants [CH3:1][N:2]1[C:7](=[O:8])[C:6]2[C:9](C(O)=O)=[C:10]([CH2:12][C:13]3[CH:18]=[CH:17][CH:16]=[CH:15][C:14]=3[C:19]([F:22])([F:21])[F:20])[S:11][C:5]=2[N:4]([CH2:26][CH:27]([CH3:29])[CH3:28])[C:3]1=[O:30].C([N:33](CC)CC)C.C1(P(N=[N+]=[N-])(C2C=CC=CC=2)=O)C=CC=CC=1.ClCCl.CCCC(C)C, predict the reaction product. The product is: [NH2:33][C:9]1[C:6]2[C:7](=[O:8])[N:2]([CH3:1])[C:3](=[O:30])[N:4]([CH2:26][CH:27]([CH3:28])[CH3:29])[C:5]=2[S:11][C:10]=1[CH2:12][C:13]1[CH:18]=[CH:17][CH:16]=[CH:15][C:14]=1[C:19]([F:20])([F:21])[F:22]. (3) Given the reactants [C:1]([C:4]([F:32])([F:31])[O:5][C:6]12[CH2:15][CH:10]3[CH2:11][CH:12]([CH2:14][C:8]([C:16]([O:18][CH2:19][CH2:20][C:21]([F:30])([F:29])[C:22]([F:28])([F:27])[S:23]([O-:26])(=[O:25])=[O:24])=[O:17])([CH2:9]3)[CH2:7]1)[CH2:13]2)([OH:3])=[O:2].[Na+:33].ClCCl.S(=O)(=O)(O)O.C(=O)(O)[O-].[Na+].[CH2:47](O)[CH3:48], predict the reaction product. The product is: [CH2:47]([O:2][C:1](=[O:3])[C:4]([F:32])([F:31])[O:5][C:6]12[CH2:15][CH:10]3[CH2:11][CH:12]([CH2:14][C:8]([C:16]([O:18][CH2:19][CH2:20][C:21]([F:30])([F:29])[C:22]([F:27])([F:28])[S:23]([O-:26])(=[O:25])=[O:24])=[O:17])([CH2:9]3)[CH2:7]1)[CH2:13]2)[CH3:48].[Na+:33].